The task is: Regression. Given a target protein amino acid sequence and a drug SMILES string, predict the binding affinity score between them. We predict pIC50 (pIC50 = -log10(IC50 in M); higher means more potent). Dataset: bindingdb_ic50.. This data is from Drug-target binding data from BindingDB using IC50 measurements. (1) The drug is Cc1ccnc(NS(=O)(=O)c2ccc(Br)cc2)n1. The target protein (P17597) has sequence MAAATTTTTTSSSISFSTKPSPSSSKSPLPISRFSLPFSLNPNKSSSSSRRRGIKSSSPSSISAVLNTTTNVTTTPSPTKPTKPETFISRFAPDQPRKGADILVEALERQGVETVFAYPGGASMEIHQALTRSSSIRNVLPRHEQGGVFAAEGYARSSGKPGICIATSGPGATNLVSGLADALLDSVPLVAITGQVPRRMIGTDAFQETPIVEVTRSITKHNYLVMDVEDIPRIIEEAFFLATSGRPGPVLVDVPKDIQQQLAIPNWEQAMRLPGYMSRMPKPPEDSHLEQIVRLISESKKPVLYVGGGCLNSSDELGRFVELTGIPVASTLMGLGSYPCDDELSLHMLGMHGTVYANYAVEHSDLLLAFGVRFDDRVTGKLEAFASRAKIVHIDIDSAEIGKNKTPHVSVCGDVKLALQGMNKVLENRAEELKLDFGVWRNELNVQKQKFPLSFKTFGEAIPPQYAIKVLDELTDGKAIISTGVGQHQMWAAQFYNYKK.... The pIC50 is 10. (2) The compound is CCCCNC(=O)C(=O)[O-]. The target protein (P00342) has sequence MSTVKEQLIQNLVPEDKLSRCKITVVGVGNVGMACAISILLKGLADELALVDADTNKLRGEALDLLHGSLFLSTPKIVFGKDYNVSANSKLVIITAGARMVSGETRLDLLQRNVAIMKAIVPGIVQNSPDCKIIIVTNPVDILTYVVWKISGFPVGRVIGSGCNLDSARFRYLIGEKLGVNPTSCHGWVLGEHGDSSVPIWSGVNVAGVTLKSLNPAIGTDSDKEHWKNVHKQVVEGGYEVLNMKGYTSWAIGLSVTDLARSILKNLKRVHPVTTLVKGFHGIKEEVFLSIPCVLGQSGITDFVKVNMTAEEEGLLKKSADTLWNMQKDLQL. The pIC50 is 3.1. (3) The small molecule is CC(F)(F)c1nc(-c2nc(NC3CC(F)(F)C3)nc(NC3CC(F)(F)C3)n2)cs1. The target protein sequence is MAGYLRVVRSLCRASGSRPAWAPAALTAPTSQEQPRRHYADKRIKVAKPVVEMDGDEMTRIIWQFIKEKLILPHVDIQLKYFDLGLPNRDQTDDQVTIDSALATQKYSVAVKCATITPDEARVEEFKLKKMWKSPNGTIGNILGGTVFREPIICKNIPRLVPGWTKPITIGRHAHGDQYKATDFVADRAGTFKMVFTPKDGSGVKEWEVYNFPAGGVGMGMYNTDESISGFAHSCFQYAIQKKWPLYMSTKNTILKAYDGRFKDIFQEIFDKHYKTDFDKNKIWYEHRLIDDMVAQVLKSSGGFVWACKNYDGDVQSDILAQGFGSLGLMTSVLVCPDGKTIEAEAAHGTVTRHYREHQKGRPTSTNPIASIFAWTRGLEHRGKLDGNQDLIRFAQMLEKVCVETVESGAMTKDLAGCIHGLSNVKLNEHFLNTTDFLDTIKSNLDRALGRQ. The pIC50 is 7.3. (4) The drug is NCCCCC[C@@H](CCN)SC[C@H]1O[C@@H](n2cnc3c(N)ncnc32)[C@H](O)[C@@H]1O. The target protein (P19623) has sequence MEPGPDGPAASGPAAIREGWFRETCSLWPGQALSLQVEQLLHHRRSRYQDILVFRSKTYGNVLVLDGVIQCTERDEFSYQEMIANLPLCSHPNPRKVLIIGGGDGGVLREVVKHPSVESVVQCEIDEDVIQVSKKFLPGMAIGYSSSKLTLHVGDGFEFMKQNQDAFDVIITDSSDPMGPAESLFKESYYQLMKTALKEDGVLCCQGECQWLHLDLIKEMRQFCQSLFPVVAYAYCTIPTYPSGQIGFMLCSKNPSTNFQEPVQPLTQQQVAQMQLKYYNSDVHRAAFVLPEFARKALNDVS. The pIC50 is 5.9. (5) The small molecule is COc1ccccc1CNc1ccc(C(N)=O)cn1. The target protein (P43912) has sequence MWIGVISLFPEMFKAITEFGVTGRAVKHNLLKVECWNPRDFTFDKHKTVDDRPYGGGPGMLMMVQPLRDAIHTAKAAAGEGAKVIYLSPQGRKLDQGGVTELAQNQKLILVCGRYEGIDERLIQTEIDEEWSIGDYVLTGGELPAMTLIDAVARFIPGVLGKQASAEEDSFADGLLDCPHYTRPEVLEGLTVPPVLMSGHHEEIRKWRLKQSLQRTWLRRPELLEGLALTDEQRKLLKEAQAEHNS. The pIC50 is 6.1. (6) The drug is CC(C)C[C@H](NC(=O)[C@@H](O)[C@H](N)Cc1ccccc1)C(=O)O. The target protein sequence is MTEARGARGALAGPLRALCVLGCLLGRAAAAPSPIIKFPGDVAPKTDKELAVQYLNTFYGCPKESCNLFVLKDTLKKMQKFFGLPQTGELDQSTIETMRKPRCGNPDVANYNFFPRKPKWDKTQITYRIIGYTPDLDPETVDDAFARAFRVWSDVTPLRFSRIHDGEADIMINFGRWEHGDGYPFDGKDGLLAHAFAPGPGVGGDSHFDDDELWTLGEGQVVRVKYGNADGEYCKFPFSFNGKEYNSCTDTGRSDGFLWCSTTYNFDKDGKYGFCPHEALFTMGGNADGQPCKFPFRFQGTSYNSCTTEGRTDGYRWCGTTEDYDRDKKYGFCPETAMSTVGGNSEGAPCVFPFTFLGNKHESCTSAGRSDGKLWCATTANYDDDRKWGFCPDQGYSLFLVAAHEFGHAMGLEHSEDPGALMAPIYTYTKNFRLSHDDVKGIQELYGASPDIDTGTGPTPTLGPVTPEICKQDIVFDGISQIRGEIFFFKDRFIWRTVTP.... The pIC50 is 3.8. (7) The compound is CCCCCCC(=O)N(CC(=O)O)C[C@@H]1CSC(c2ccccc2)N1C(=O)c1ccccc1. The target protein (O41156) has sequence MSAKLISVTKPVVEGVNTAEELIAYAARVSNPENQINNKTASGLLKYCIRHKHWSIFETAFMTLELKTSRGIAAQVLRHRSFHFQEFSQRYASVMETPPPHQARFQDHKNRQNSLDTVPEDDQTWWATEQEKLYAQSMELYNKALEKGIAKECARFILPLSTPTTIYMSGTIRDWIHYIELRTSNGTQREHIDLANACKEIFIKEFPSIAKALDWV. The pIC50 is 6.9.